Dataset: Peptide-MHC class I binding affinity with 185,985 pairs from IEDB/IMGT. Task: Regression. Given a peptide amino acid sequence and an MHC pseudo amino acid sequence, predict their binding affinity value. This is MHC class I binding data. (1) The peptide sequence is ALKISQLQK. The binding affinity (normalized) is 0.578. The MHC is HLA-A11:01 with pseudo-sequence HLA-A11:01. (2) The peptide sequence is GSEDRDLLY. The MHC is HLA-A02:01 with pseudo-sequence HLA-A02:01. The binding affinity (normalized) is 0.0847. (3) The peptide sequence is MTYSHHACR. The MHC is HLA-A31:01 with pseudo-sequence HLA-A31:01. The binding affinity (normalized) is 0.728. (4) The peptide sequence is GDDYVYLPY. The binding affinity (normalized) is 0. The MHC is HLA-A23:01 with pseudo-sequence HLA-A23:01.